From a dataset of Catalyst prediction with 721,799 reactions and 888 catalyst types from USPTO. Predict which catalyst facilitates the given reaction. (1) Reactant: [C:1]([O:5][C:6](=[O:45])[CH2:7][N:8](C(OC(C)(C)C)=O)[C:9]1[CH:14]=[CH:13][CH:12]=[C:11]([CH:15]([S:29]([C:32]2[CH:37]=[CH:36][CH:35]=[CH:34][N:33]=2)(=[O:31])=[O:30])[NH:16][CH2:17][C:18]2[CH:23]=[CH:22][C:21]([C:24]3[S:25][CH:26]=[CH:27][N:28]=3)=[CH:20][CH:19]=2)[N:10]=1)(C)([CH3:3])[CH3:2].Cl.C(=O)([O-])O.[Na+]. Product: [CH:1]([O:5][C:6](=[O:45])[CH2:7][NH:8][C:9]1[CH:14]=[CH:13][CH:12]=[C:11]([CH:15]([S:29]([C:32]2[CH:37]=[CH:36][CH:35]=[CH:34][N:33]=2)(=[O:31])=[O:30])[NH:16][CH2:17][C:18]2[CH:19]=[CH:20][C:21]([C:24]3[S:25][CH:26]=[CH:27][N:28]=3)=[CH:22][CH:23]=2)[N:10]=1)([CH3:3])[CH3:2]. The catalyst class is: 32. (2) Reactant: [N:1]1[CH:6]=[CH:5][CH:4]=[CH:3][C:2]=1[C:7]#[N:8].O.[NH2:10][NH2:11]. Product: [N:1]1[CH:6]=[CH:5][CH:4]=[CH:3][C:2]=1[C:7](=[N:10][NH2:11])[NH2:8]. The catalyst class is: 40. (3) The catalyst class is: 91. Reactant: [C:1]([O:5][C:6]([N:8]1[CH2:13][CH2:12][CH:11]([C:14]2[CH:19]=[CH:18][C:17]([CH2:20]O)=[CH:16][CH:15]=2)[CH2:10][CH2:9]1)=[O:7])([CH3:4])([CH3:3])[CH3:2].CCN(C(C)C)C(C)C.CS(Cl)(=O)=O.[NH:36]1[CH2:41][CH2:40][O:39][CH2:38][CH2:37]1. Product: [C:1]([O:5][C:6]([N:8]1[CH2:13][CH2:12][CH:11]([C:14]2[CH:19]=[CH:18][C:17]([CH2:20][N:36]3[CH2:41][CH2:40][O:39][CH2:38][CH2:37]3)=[CH:16][CH:15]=2)[CH2:10][CH2:9]1)=[O:7])([CH3:4])([CH3:3])[CH3:2]. (4) Reactant: [Cl:1][C:2]1[CH:3]=[C:4]([C@H:8]2[CH2:13][CH2:12][S:11][NH:10][C@@H:9]2[C:14]2[CH:19]=[CH:18][C:17]([Cl:20])=[CH:16][CH:15]=2)[CH:5]=[CH:6][CH:7]=1.C(=O)([O-])[O-].[Cs+].[Cs+].I[CH:28]([CH3:30])[CH3:29]. Product: [Cl:1][C:2]1[CH:3]=[C:4]([C@H:8]2[CH2:13][CH2:12][S:11][N:10]([CH:28]([CH3:30])[CH3:29])[C@@H:9]2[C:14]2[CH:15]=[CH:16][C:17]([Cl:20])=[CH:18][CH:19]=2)[CH:5]=[CH:6][CH:7]=1. The catalyst class is: 18.